From a dataset of Catalyst prediction with 721,799 reactions and 888 catalyst types from USPTO. Predict which catalyst facilitates the given reaction. (1) Reactant: COC1C=CC(C[NH:8][C:9]2[O:10][C:11]([C:14]3[CH:15]=[C:16]4[C:20](=[CH:21][CH:22]=3)[NH:19][N:18]=[C:17]4[CH3:23])=[CH:12][N:13]=2)=CC=1.C(O)(C(F)(F)F)=O. Product: [CH3:23][C:17]1[C:16]2[C:20](=[CH:21][CH:22]=[C:14]([C:11]3[O:10][C:9]([NH2:8])=[N:13][CH:12]=3)[CH:15]=2)[NH:19][N:18]=1. The catalyst class is: 11. (2) Reactant: [CH3:1][C:2]1[C:10]2[C:5](=[N:6][C:7]([CH3:26])=[C:8]([CH:18]([CH2:23][CH2:24][CH3:25])[C:19]([O:21]C)=[O:20])[C:9]=2[C:11]2[CH:16]=[CH:15][C:14]([CH3:17])=[CH:13][CH:12]=2)[S:4][CH:3]=1.[OH-].[Na+]. Product: [CH3:1][C:2]1[C:10]2[C:5](=[N:6][C:7]([CH3:26])=[C:8]([CH:18]([CH2:23][CH2:24][CH3:25])[C:19]([OH:21])=[O:20])[C:9]=2[C:11]2[CH:12]=[CH:13][C:14]([CH3:17])=[CH:15][CH:16]=2)[S:4][CH:3]=1. The catalyst class is: 645.